From a dataset of Reaction yield outcomes from USPTO patents with 853,638 reactions. Predict the reaction yield, written as a fraction of the theoretical maximum amount of product (1.0 means a 100% yield; for example, 0.34 means a 34% yield). (1) The reactants are [C:1]1([CH2:7][C:8]([C:10]2[S:11][CH:12]=[CH:13][CH:14]=2)=O)[CH:6]=[CH:5][CH:4]=[CH:3][CH:2]=1.[CH2:15]([O:17][C:18]1[CH:19]=[C:20]([CH:23]=[C:24]([N+:27]([O-:29])=[O:28])[C:25]=1[OH:26])[CH:21]=O)[CH3:16].[NH2:30][C:31]([NH2:33])=[O:32].Cl. The catalyst is CCO.O. The product is [CH2:15]([O:17][C:18]1[CH:19]=[C:20]([CH:21]2[C:7]([C:1]3[CH:6]=[CH:5][CH:4]=[CH:3][CH:2]=3)=[C:8]([C:10]3[S:11][CH:12]=[CH:13][CH:14]=3)[NH:33][C:31](=[O:32])[NH:30]2)[CH:23]=[C:24]([N+:27]([O-:29])=[O:28])[C:25]=1[OH:26])[CH3:16]. The yield is 0.230. (2) The reactants are [CH2:1]([O:8][C@@H:9]1[C:13]([CH2:20][O:21][S:22]([CH3:25])(=[O:24])=[O:23])([CH2:14][O:15][S:16]([CH3:19])(=[O:18])=[O:17])[O:12][C@@H:11]([N:26]2[CH:34]=[C:32]([CH3:33])[C:30](=[O:31])[NH:29][C:27]2=[O:28])[C@H:10]1[OH:35])[C:2]1[CH:7]=[CH:6][CH:5]=[CH:4][CH:3]=1.[F:36][C:37]([F:50])([F:49])[S:38](O[S:38]([C:37]([F:50])([F:49])[F:36])(=[O:40])=[O:39])(=[O:40])=[O:39]. The catalyst is N1C=CC=CC=1.ClCCl.CN(C1C=CN=CC=1)C. The product is [CH2:1]([O:8][C@@H:9]1[C:13]([CH2:14][O:15][S:16]([CH3:19])(=[O:17])=[O:18])([CH2:20][O:21][S:22]([CH3:25])(=[O:24])=[O:23])[O:12][C@@H:11]([N:26]2[CH:34]=[C:32]([CH3:33])[C:30](=[O:31])[NH:29][C:27]2=[O:28])[C@H:10]1[O:35][S:38]([C:37]([F:50])([F:49])[F:36])(=[O:40])=[O:39])[C:2]1[CH:3]=[CH:4][CH:5]=[CH:6][CH:7]=1. The yield is 0.800. (3) The reactants are [CH2:1]([OH:4])[CH2:2][OH:3].CCN(CC)CC.[Br:12][C:13]([CH3:18])([CH3:17])[C:14](Br)=[O:15]. The catalyst is C1COCC1.O.C(Cl)Cl. The product is [OH:3][CH2:2][CH2:1][O:4][C:14](=[O:15])[C:13]([Br:12])([CH3:18])[CH3:17]. The yield is 0.820. (4) The reactants are C1(C)C=CC(S(O)(=O)=O)=CC=1.[NH2:12][CH:13]([CH3:27])[C:14]([C:16]1[CH:21]=[CH:20][C:19]([F:22])=[C:18]([C:23]([F:26])([F:25])[F:24])[CH:17]=1)=[O:15].[C:28]([N:35]1[CH2:40][CH2:39][CH:38]([C:41](O)=[O:42])[CH2:37][CH2:36]1)([O:30][C:31]([CH3:34])([CH3:33])[CH3:32])=[O:29].CN1CCOCC1.CCCP1(OP(CCC)(=O)OP(CCC)(=O)O1)=O. The catalyst is CCOC(C)=O.CN(C)C=O. The product is [C:31]([O:30][C:28]([N:35]1[CH2:40][CH2:39][CH:38]([C:41](=[O:42])[NH:12][CH:13]([CH3:27])[C:14]([C:16]2[CH:21]=[CH:20][C:19]([F:22])=[C:18]([C:23]([F:26])([F:24])[F:25])[CH:17]=2)=[O:15])[CH2:37][CH2:36]1)=[O:29])([CH3:34])([CH3:33])[CH3:32]. The yield is 0.510. (5) The reactants are Br[CH2:2][CH2:3][O:4][Si:5]([C:8]([CH3:11])([CH3:10])[CH3:9])([CH3:7])[CH3:6].C(=O)([O-])[O-].[K+].[K+].[CH:18]1([C:21]2[CH:22]=[C:23]([NH2:37])[CH:24]=[C:25]3[C:29]=2[N:28]([C:30]2[CH:31]=[N:32][C:33]([CH3:36])=[CH:34][CH:35]=2)[CH:27]=[CH:26]3)[CH2:20][CH2:19]1. The catalyst is C(#N)C. The product is [Si:5]([O:4][CH2:3][CH2:2][NH:37][C:23]1[CH:24]=[C:25]2[C:29](=[C:21]([CH:18]3[CH2:19][CH2:20]3)[CH:22]=1)[N:28]([C:30]1[CH:31]=[N:32][C:33]([CH3:36])=[CH:34][CH:35]=1)[CH:27]=[CH:26]2)([C:8]([CH3:11])([CH3:10])[CH3:9])([CH3:7])[CH3:6]. The yield is 0.733. (6) The reactants are C([O:8][C:9]1[CH:14]=[CH:13][C:12]([CH2:15][C:16]([NH2:18])=[O:17])=[CH:11][C:10]=1[CH3:19])C1C=CC=CC=1. The catalyst is C(O)(=O)C.[Pd]. The product is [OH:8][C:9]1[CH:14]=[CH:13][C:12]([CH2:15][C:16]([NH2:18])=[O:17])=[CH:11][C:10]=1[CH3:19]. The yield is 0.640.